This data is from Full USPTO retrosynthesis dataset with 1.9M reactions from patents (1976-2016). The task is: Predict the reactants needed to synthesize the given product. (1) Given the product [C:14]([O:13][C:11]([N:18]1[CH2:23][CH2:22][CH:21]([O:24][C:2]2[CH:7]=[CH:6][C:5]([N+:8]([O-:10])=[O:9])=[CH:4][CH:3]=2)[CH2:20][CH2:19]1)=[O:12])([CH3:17])([CH3:15])[CH3:16], predict the reactants needed to synthesize it. The reactants are: F[C:2]1[CH:7]=[CH:6][C:5]([N+:8]([O-:10])=[O:9])=[CH:4][CH:3]=1.[C:11]([N:18]1[CH2:23][CH2:22][CH:21]([OH:24])[CH2:20][CH2:19]1)([O:13][C:14]([CH3:17])([CH3:16])[CH3:15])=[O:12].[H-].[Na+]. (2) Given the product [CH3:19][CH2:18][CH2:17][CH2:16][C:15]([N:7]([C@H:8]([C:12]([OH:14])=[O:13])[CH:9]([CH3:11])[CH3:10])[CH2:6][C:5]1[CH:4]=[CH:3][C:2]([C:33]2[CH:32]=[CH:31][CH:30]=[CH:29][C:28]=2[C:27]2[NH:23][N:24]=[N:25][N:26]=2)=[CH:22][CH:21]=1)=[O:20], predict the reactants needed to synthesize it. The reactants are: I[C:2]1[CH:22]=[CH:21][C:5]([CH2:6][N:7]([C:15](=[O:20])[CH2:16][CH2:17][CH2:18][CH3:19])[C@H:8]([C:12]([OH:14])=[O:13])[CH:9]([CH3:11])[CH3:10])=[CH:4][CH:3]=1.[NH:23]1[C:27]([C:28]2[CH:33]=[CH:32][CH:31]=[CH:30][C:29]=2B(O)O)=[N:26][N:25]=[N:24]1.[OH-].[Na+]. (3) Given the product [O:17]1[CH2:16][CH:15]1[CH2:13][N:5]1[C:4](=[O:8])[N:3]2[CH2:9][CH2:10][CH2:11][CH2:12][C:2]2=[N:1][C:6]1=[O:7], predict the reactants needed to synthesize it. The reactants are: [N:1]1[C:6](=[O:7])[NH:5][C:4](=[O:8])[N:3]2[CH2:9][CH2:10][CH2:11][CH2:12][C:2]=12.[CH2:13]([CH:15]1[O:17][CH2:16]1)Br.[H-].[Na+].